This data is from Forward reaction prediction with 1.9M reactions from USPTO patents (1976-2016). The task is: Predict the product of the given reaction. (1) Given the reactants F[P-](F)(F)(F)(F)F.N1(O[P+](N(C)C)(N(C)C)N(C)C)[C:12]2[CH:13]=CC=[CH:16][C:11]=2N=N1.C1(CC(N2CC3C(=CC=CC=3)C2=O)C(O)=[O:36])CCCC1.NC1SC=CN=1.[CH:54]1([CH2:60][C@@H:61]([N:70]2[CH2:78][C:77]3[C:72](=[CH:73][CH:74]=[CH:75][CH:76]=3)[C:71]2=[O:79])[C:62]([NH:64][C:65]2S[CH:67]=[CH:68][N:69]=2)=[O:63])[CH2:59][CH2:58][CH2:57][CH2:56][CH2:55]1, predict the reaction product. The product is: [O:36]1[C:67]2[CH:16]=[CH:11][CH:12]=[CH:13][C:68]=2[N:69]=[C:65]1[NH:64][C:62](=[O:63])[C@@H:61]([N:70]1[CH2:78][C:77]2[C:72](=[CH:73][CH:74]=[CH:75][CH:76]=2)[C:71]1=[O:79])[CH2:60][CH:54]1[CH2:59][CH2:58][CH2:57][CH2:56][CH2:55]1. (2) Given the reactants [CH2:1]([O:3][C:4](=[O:21])[CH:5]([CH2:13][S:14][C:15]1[CH:20]=[CH:19][CH:18]=[CH:17][CH:16]=1)[NH:6][C:7](=O)[CH2:8][CH:9]([CH3:11])[CH3:10])[CH3:2].[ClH:22], predict the reaction product. The product is: [ClH:22].[CH2:1]([O:3][C:4](=[O:21])[CH:5]([CH2:13][S:14][C:15]1[CH:16]=[CH:17][CH:18]=[CH:19][CH:20]=1)[NH:6][CH2:7][CH2:8][CH:9]([CH3:11])[CH3:10])[CH3:2]. (3) Given the reactants [ClH:1].[CH3:2][N:3]1[C:7]2[CH:8]=[C:9]([S:12][CH3:13])[CH:10]=[CH:11][C:6]=2[N:5]=[C:4]1[CH2:14][O:15][C:16]1[CH:21]=[CH:20][C:19]([CH2:22][CH:23]([CH3:28])[C:24]([O:26]C)=[S:25])=[CH:18][CH:17]=1.Cl, predict the reaction product. The product is: [ClH:1].[CH3:2][N:3]1[C:7]2[CH:8]=[C:9]([S:12][CH3:13])[CH:10]=[CH:11][C:6]=2[N:5]=[C:4]1[CH2:14][O:15][C:16]1[CH:21]=[CH:20][C:19]([CH2:22][CH:23]([CH3:28])[C:24]([OH:26])=[S:25])=[CH:18][CH:17]=1.